The task is: Predict the reactants needed to synthesize the given product.. This data is from Full USPTO retrosynthesis dataset with 1.9M reactions from patents (1976-2016). (1) Given the product [OH2:3].[F:62][C:63]1[CH:68]=[C:67]([C:57]2[CH:58]=[C:59]3[C:54](=[CH:55][CH:56]=2)[NH:53][N:52]=[C:51]3[C:49]([NH:48][CH2:47][CH:44]2[CH2:45][CH2:46][N:41]([CH2:40][C:39]([OH:38])=[O:61])[CH2:42][CH2:43]2)=[O:50])[CH:66]=[CH:65][CH:64]=1, predict the reactants needed to synthesize it. The reactants are: O.C(O)=[O:3].COC1C=C2C(C(C(NCC3CCN(CC(O)=O)CC3)=O)=NN2)=CC=1C1C=NC=CC=1.C([O:38][C:39](=[O:61])[CH2:40][N:41]1[CH2:46][CH2:45][CH:44]([CH2:47][NH:48][C:49]([C:51]2[C:59]3[C:54](=[CH:55][CH:56]=[C:57](Br)[CH:58]=3)[NH:53][N:52]=2)=[O:50])[CH2:43][CH2:42]1)C.[F:62][C:63]1[CH:64]=[C:65](B(O)O)[CH:66]=[CH:67][CH:68]=1. (2) Given the product [C:1]([O:5][C:6](=[O:29])[NH:7][C@H:8]1[CH2:16][CH2:15][CH2:14][C@H:13]([CH2:17][CH2:18][O:19][C:30]2[CH:35]=[CH:34][CH:33]=[CH:32][CH:31]=2)[C@@H:12]([O:20][C:21]2[CH:22]=[CH:23][CH:24]=[CH:25][CH:26]=2)[C@H:11]([CH3:27])[O:10][C:9]1=[O:28])([CH3:2])([CH3:4])[CH3:3], predict the reactants needed to synthesize it. The reactants are: [C:1]([O:5][C:6](=[O:29])[NH:7][C@H:8]1[CH2:16][CH2:15][CH2:14][C@H:13]([CH2:17][CH2:18][OH:19])[C@@H:12]([O:20][C:21]2[CH:26]=[CH:25][CH:24]=[CH:23][CH:22]=2)[C@H:11]([CH3:27])[O:10][C:9]1=[O:28])([CH3:4])([CH3:3])[CH3:2].[CH:30]1(N(C)[CH:30]2[CH2:35][CH2:34][CH2:33][CH2:32][CH2:31]2)[CH2:35][CH2:34][CH2:33][CH2:32][CH2:31]1.